From a dataset of Reaction yield outcomes from USPTO patents with 853,638 reactions. Predict the reaction yield, written as a fraction of the theoretical maximum amount of product (1.0 means a 100% yield; for example, 0.34 means a 34% yield). (1) The reactants are [CH2:1]([N:8]([CH2:37][C:38]1[CH:43]=[CH:42][CH:41]=[CH:40][CH:39]=1)[CH:9]1[CH2:13][CH:12]([C:14]2[N:18]3[C:19]4[CH:25]=[CH:24][N:23](S(C5C=CC(C)=CC=5)(=O)=O)[C:20]=4[N:21]=[CH:22][C:17]3=[N:16][CH:15]=2)[CH:11]([CH3:36])[CH2:10]1)[C:2]1[CH:7]=[CH:6][CH:5]=[CH:4][CH:3]=1.[OH-].[Na+]. The catalyst is O1CCOCC1. The product is [CH2:37]([N:8]([CH2:1][C:2]1[CH:7]=[CH:6][CH:5]=[CH:4][CH:3]=1)[CH:9]1[CH2:10][CH:11]([CH3:36])[CH:12]([C:14]2[N:18]3[C:19]4[CH:25]=[CH:24][NH:23][C:20]=4[N:21]=[CH:22][C:17]3=[N:16][CH:15]=2)[CH2:13]1)[C:38]1[CH:43]=[CH:42][CH:41]=[CH:40][CH:39]=1. The yield is 0.560. (2) The reactants are [CH3:1][C:2]1[CH:8]=[C:7]([C:9]([OH:18])([C:14]([F:17])([F:16])[F:15])[C:10]([F:13])([F:12])[F:11])[CH:6]=[C:5]([CH3:19])[C:3]=1[NH2:4].[C:20]([NH:28][C:29]1[CH:30]=[C:31]([CH:35]=[CH:36][CH:37]=1)[C:32](Cl)=[O:33])(=[O:27])[C:21]1[CH:26]=[CH:25][CH:24]=[CH:23][CH:22]=1.C([O-])(O)=O.[Na+].S([O-])([O-])(=O)=O.[Mg+2]. The catalyst is O.C(OCC)(=O)C.O1CCCC1.N1C=CC=CC=1. The product is [CH3:1][C:2]1[CH:8]=[C:7]([C:9]([OH:18])([C:10]([F:12])([F:13])[F:11])[C:14]([F:15])([F:16])[F:17])[CH:6]=[C:5]([CH3:19])[C:3]=1[NH:4][C:32](=[O:33])[C:31]1[CH:35]=[CH:36][CH:37]=[C:29]([NH:28][C:20](=[O:27])[C:21]2[CH:22]=[CH:23][CH:24]=[CH:25][CH:26]=2)[CH:30]=1. The yield is 0.950. (3) The reactants are [CH3:13][C:12]([O:11][C:9](O[C:9]([O:11][C:12]([CH3:15])([CH3:14])[CH3:13])=[O:10])=[O:10])([CH3:15])[CH3:14].[CH3:16][NH:17][S:18]([C:21]1[CH:26]=[CH:25][C:24]([CH3:27])=[CH:23][CH:22]=1)(=[O:20])=[O:19].CCN(C(C)C)C(C)C.O. The catalyst is CN(C1C=CN=CC=1)C.CC#N. The product is [CH3:16][N:17]([S:18]([C:21]1[CH:26]=[CH:25][C:24]([CH3:27])=[CH:23][CH:22]=1)(=[O:19])=[O:20])[C:9](=[O:10])[O:11][C:12]([CH3:13])([CH3:14])[CH3:15]. The yield is 0.990. (4) The reactants are [CH3:1][N:2]1[CH:6]=[C:5]([C:7](O)=[O:8])[C:4]([CH3:10])=[N:3]1.C(Cl)(=O)C(Cl)=O.[NH2:17][C:18]1[CH:19]=[C:20]([CH:37]=[CH:38][C:39]=1[F:40])[O:21][C:22]1[CH:23]=[CH:24][C:25]2[N:26]([CH:28]=[C:29]([NH:31][C:32]([CH:34]3[CH2:36][CH2:35]3)=[O:33])[N:30]=2)[N:27]=1. The catalyst is CN(C)C=O.O1CCCC1.C(OCC)(=O)C. The product is [CH:34]1([C:32]([NH:31][C:29]2[N:30]=[C:25]3[CH:24]=[CH:23][C:22]([O:21][C:20]4[CH:37]=[CH:38][C:39]([F:40])=[C:18]([NH:17][C:7]([C:5]5[C:4]([CH3:10])=[N:3][N:2]([CH3:1])[CH:6]=5)=[O:8])[CH:19]=4)=[N:27][N:26]3[CH:28]=2)=[O:33])[CH2:35][CH2:36]1. The yield is 0.390. (5) The reactants are Cl[C:2]1[CH:3]=[CH:4][C:5]2[N:6]([C:8]([C:18]3[CH:23]=[CH:22][N:21]=[C:20]([F:24])[CH:19]=3)=[C:9]([C:11]3[CH:16]=[CH:15][CH:14]=[C:13]([CH3:17])[CH:12]=3)[N:10]=2)[N:7]=1.[H][H]. The catalyst is C(O)(=O)C.[C].[Pd]. The product is [F:24][C:20]1[CH:19]=[C:18]([C:8]2[N:6]3[N:7]=[CH:2][CH:3]=[CH:4][C:5]3=[N:10][C:9]=2[C:11]2[CH:16]=[CH:15][CH:14]=[C:13]([CH3:17])[CH:12]=2)[CH:23]=[CH:22][N:21]=1. The yield is 0.550. (6) The reactants are [CH2:1]([O:8][CH2:9][C@H:10]([CH:13]([CH3:15])[CH3:14])[CH2:11]O)[C:2]1[CH:7]=[CH:6][CH:5]=[CH:4][CH:3]=1.CN(C)C=O.P(Br)(Br)([Br:23])=O.O. The catalyst is CC1C=CC=CC=1. The product is [CH2:1]([O:8][CH2:9][C@H:10]([CH:13]([CH3:15])[CH3:14])[CH2:11][Br:23])[C:2]1[CH:7]=[CH:6][CH:5]=[CH:4][CH:3]=1. The yield is 0.792. (7) The reactants are Cl[C:2]1[N:7]=[C:6]([C:8]2[N:12]3[CH:13]=[CH:14][CH:15]=[CH:16][C:11]3=[N:10][C:9]=2[C:17]2[CH:18]=[C:19]([CH:31]=[CH:32][CH:33]=2)[C:20]([NH:22][C:23]2[C:28]([F:29])=[CH:27][CH:26]=[CH:25][C:24]=2[F:30])=[O:21])[CH:5]=[CH:4][N:3]=1.[CH2:34]([O:36][C:37]1[CH:42]=[C:41]([N:43]2[CH2:48][CH2:47][N:46]([CH:49]3[CH2:54][CH2:53][N:52]([CH2:55][CH2:56][F:57])[CH2:51][CH2:50]3)[CH2:45][CH2:44]2)[CH:40]=[CH:39][C:38]=1[NH2:58])[CH3:35].O.C1(C)C=CC(S(O)(=O)=O)=CC=1.C[O-].[Na+]. The catalyst is FC(F)(F)CO.CO.C(Cl)Cl.CCCCCC. The product is [F:30][C:24]1[CH:25]=[CH:26][CH:27]=[C:28]([F:29])[C:23]=1[NH:22][C:20](=[O:21])[C:19]1[CH:31]=[CH:32][CH:33]=[C:17]([C:9]2[N:10]=[C:11]3[CH:16]=[CH:15][CH:14]=[CH:13][N:12]3[C:8]=2[C:6]2[CH:5]=[CH:4][N:3]=[C:2]([NH:58][C:38]3[CH:39]=[CH:40][C:41]([N:43]4[CH2:48][CH2:47][N:46]([CH:49]5[CH2:54][CH2:53][N:52]([CH2:55][CH2:56][F:57])[CH2:51][CH2:50]5)[CH2:45][CH2:44]4)=[CH:42][C:37]=3[O:36][CH2:34][CH3:35])[N:7]=2)[CH:18]=1. The yield is 0.540. (8) The reactants are [Cl:1][C:2]1[C:6]([Cl:7])=[C:5]([CH3:8])[NH:4][C:3]=1[C:9]([NH:11][C@@H:12]1[CH2:17][CH2:16][N:15]([C:18]2[S:19][C:20]([C:29]([O:31]C)=[O:30])=[C:21]([C:23]3[N:27]([CH3:28])[N:26]=[CH:25][N:24]=3)[N:22]=2)[CH2:14][C@@H:13]1[O:33][CH2:34][CH:35]=[CH2:36])=[O:10].[OH-].[Na+]. The catalyst is CO. The product is [Cl:1][C:2]1[C:6]([Cl:7])=[C:5]([CH3:8])[NH:4][C:3]=1[C:9]([NH:11][C@@H:12]1[CH2:17][CH2:16][N:15]([C:18]2[S:19][C:20]([C:29]([OH:31])=[O:30])=[C:21]([C:23]3[N:27]([CH3:28])[N:26]=[CH:25][N:24]=3)[N:22]=2)[CH2:14][C@@H:13]1[O:33][CH2:34][CH:35]=[CH2:36])=[O:10]. The yield is 0.720.